This data is from Peptide-MHC class II binding affinity with 134,281 pairs from IEDB. The task is: Regression. Given a peptide amino acid sequence and an MHC pseudo amino acid sequence, predict their binding affinity value. This is MHC class II binding data. (1) The peptide sequence is SKLKLLKGSETTVTE. The MHC is DRB1_1302 with pseudo-sequence DRB1_1302. The binding affinity (normalized) is 0.439. (2) The peptide sequence is ARDRSIALTFLAVGG. The MHC is DRB1_0701 with pseudo-sequence DRB1_0701. The binding affinity (normalized) is 0.415.